This data is from Peptide-MHC class I binding affinity with 185,985 pairs from IEDB/IMGT. The task is: Regression. Given a peptide amino acid sequence and an MHC pseudo amino acid sequence, predict their binding affinity value. This is MHC class I binding data. (1) The peptide sequence is VLDEPSIGL. The MHC is HLA-A69:01 with pseudo-sequence HLA-A69:01. The binding affinity (normalized) is 0.420. (2) The MHC is HLA-A68:02 with pseudo-sequence HLA-A68:02. The binding affinity (normalized) is 0.0847. The peptide sequence is AQIGVIGVF. (3) The peptide sequence is APHGVVFLHV. The MHC is HLA-B53:01 with pseudo-sequence HLA-B53:01. The binding affinity (normalized) is 0.388. (4) The peptide sequence is GSKYRGLPK. The MHC is HLA-A80:01 with pseudo-sequence HLA-A80:01. The binding affinity (normalized) is 0.0847. (5) The peptide sequence is RINLLVQYGA. The MHC is HLA-A02:03 with pseudo-sequence HLA-A02:03. The binding affinity (normalized) is 0.109. (6) The binding affinity (normalized) is 0.461. The peptide sequence is ISGGRLPSL. The MHC is H-2-Kb with pseudo-sequence H-2-Kb. (7) The peptide sequence is EFFGWAEGY. The MHC is HLA-B27:05 with pseudo-sequence HLA-B27:05. The binding affinity (normalized) is 0.0847. (8) The peptide sequence is SPGQRVEFL. The MHC is H-2-Dd with pseudo-sequence H-2-Dd. The binding affinity (normalized) is 0.175. (9) The peptide sequence is GYLEGTRTL. The MHC is HLA-A26:01 with pseudo-sequence HLA-A26:01. The binding affinity (normalized) is 0.0847. (10) The peptide sequence is LSDDSGLMV. The MHC is HLA-A02:03 with pseudo-sequence HLA-A02:03. The binding affinity (normalized) is 0.442.